From a dataset of Full USPTO retrosynthesis dataset with 1.9M reactions from patents (1976-2016). Predict the reactants needed to synthesize the given product. (1) Given the product [Cl:1][C:2]1[CH:3]=[CH:4][C:5]([NH:18][CH2:19][CH:20]2[CH2:21][CH2:22][N:23]([CH:29]([CH2:28][C:27]([F:33])([F:32])[F:26])[CH3:30])[CH2:24][CH2:25]2)=[C:6]([CH:17]=1)[C:7]([NH:9][C:10]1[CH:15]=[CH:14][C:13]([Cl:16])=[CH:12][N:11]=1)=[O:8], predict the reactants needed to synthesize it. The reactants are: [Cl:1][C:2]1[CH:3]=[CH:4][C:5]([NH:18][CH2:19][CH:20]2[CH2:25][CH2:24][NH:23][CH2:22][CH2:21]2)=[C:6]([CH:17]=1)[C:7]([NH:9][C:10]1[CH:15]=[CH:14][C:13]([Cl:16])=[CH:12][N:11]=1)=[O:8].[F:26][C:27]([F:33])([F:32])[CH2:28][C:29](=O)[CH3:30].C([BH3-])#N.[Na+]. (2) Given the product [CH2:1]([O:8][C:9]([N:11]([CH2:32][C:33]([N:35]1[CH2:39][C@@H:38]([F:40])[CH2:37][C@H:36]1[C:41]#[N:42])=[O:34])[C:12]12[CH2:17][CH2:16][C:15]([C:20]([N:47]3[CH2:48][CH2:49][N:44]([CH3:43])[CH2:45][CH2:46]3)=[O:21])([CH2:14][CH2:13]1)[CH2:18][CH2:19]2)=[O:10])[C:2]1[CH:7]=[CH:6][CH:5]=[CH:4][CH:3]=1, predict the reactants needed to synthesize it. The reactants are: [CH2:1]([O:8][C:9]([N:11]([CH2:32][C:33]([N:35]1[CH2:39][C@@H:38]([F:40])[CH2:37][C@H:36]1[C:41]#[N:42])=[O:34])[C:12]12[CH2:19][CH2:18][C:15]([C:20](ON3C4C=CC=CC=4N=N3)=[O:21])([CH2:16][CH2:17]1)[CH2:14][CH2:13]2)=[O:10])[C:2]1[CH:7]=[CH:6][CH:5]=[CH:4][CH:3]=1.[CH3:43][N:44]1[CH2:49][CH2:48][NH:47][CH2:46][CH2:45]1. (3) Given the product [Cl:1][C:2]1[CH:3]=[N:4][CH:5]=[CH:6][C:7]=1[C:8]1[C:9]([C:18]2[CH:23]=[CH:22][CH:21]=[CH:20][C:19]=2[F:24])=[N:10][C:11]([NH2:17])=[C:12]([NH2:14])[CH:13]=1, predict the reactants needed to synthesize it. The reactants are: [Cl:1][C:2]1[CH:3]=[N:4][CH:5]=[CH:6][C:7]=1[C:8]1[C:9]([C:18]2[CH:23]=[CH:22][CH:21]=[CH:20][C:19]=2[F:24])=[N:10][C:11]([NH2:17])=[C:12]([N+:14]([O-])=O)[CH:13]=1.Cl. (4) Given the product [CH2:25]([C:2]1[CH:3]=[CH:4][C:5]([NH:10][C:11]2[CH:16]=[CH:15][C:14]([C:17]([N:19]3[CH2:24][CH2:23][O:22][CH2:21][CH2:20]3)=[O:18])=[CH:13][CH:12]=2)=[C:6]([CH:9]=1)[C:7]#[N:8])[C:26]1[CH:31]=[CH:30][CH:29]=[CH:28][CH:27]=1, predict the reactants needed to synthesize it. The reactants are: Br[C:2]1[CH:3]=[CH:4][C:5]([NH:10][C:11]2[CH:16]=[CH:15][C:14]([C:17]([N:19]3[CH2:24][CH2:23][O:22][CH2:21][CH2:20]3)=[O:18])=[CH:13][CH:12]=2)=[C:6]([CH:9]=1)[C:7]#[N:8].[CH2:25](B1OC(C)(C)C(C)(C)O1)[C:26]1[CH:31]=[CH:30][CH:29]=[CH:28][CH:27]=1.C([O-])([O-])=O.[Na+].[Na+]. (5) Given the product [CH2:31]([NH:33][C:34]1[CH:39]=[C:38]([O:40][C:41]2[CH:47]=[CH:46][C:44]([NH:45][C:2]([NH:23][C@H:18]3[CH2:17][C:16]4[C:20](=[CH:21][CH:22]=[C:14]([Br:13])[CH:15]=4)[CH2:19]3)=[O:4])=[CH:43][CH:42]=2)[N:37]=[CH:36][N:35]=1)[CH3:32], predict the reactants needed to synthesize it. The reactants are: Cl[C:2](Cl)([O:4]C(=O)OC(Cl)(Cl)Cl)Cl.[Br:13][C:14]1[CH:15]=[C:16]2[C:20](=[CH:21][CH:22]=1)[CH2:19][C@@H:18]([NH2:23])[CH2:17]2.CCN(CC)CC.[CH2:31]([NH:33][C:34]1[CH:39]=[C:38]([O:40][C:41]2[CH:47]=[CH:46][C:44]([NH2:45])=[CH:43][CH:42]=2)[N:37]=[CH:36][N:35]=1)[CH3:32]. (6) Given the product [CH2:22]([N:24]([CH2:25][CH3:26])[C:2]1[CH:3]=[CH:4][C:5]([N+:19]([O-:21])=[O:20])=[C:6]([C:8]2[CH:13]=[CH:12][C:11]([O:14][C:15]([F:18])([F:17])[F:16])=[CH:10][CH:9]=2)[CH:7]=1)[CH3:23], predict the reactants needed to synthesize it. The reactants are: F[C:2]1[CH:3]=[CH:4][C:5]([N+:19]([O-:21])=[O:20])=[C:6]([C:8]2[CH:13]=[CH:12][C:11]([O:14][C:15]([F:18])([F:17])[F:16])=[CH:10][CH:9]=2)[CH:7]=1.[CH2:22]([NH:24][CH2:25][CH3:26])[CH3:23].C(=O)([O-])[O-].[K+].[K+].C(#N)C.